Task: Regression/Classification. Given a drug SMILES string, predict its absorption, distribution, metabolism, or excretion properties. Task type varies by dataset: regression for continuous measurements (e.g., permeability, clearance, half-life) or binary classification for categorical outcomes (e.g., BBB penetration, CYP inhibition). Dataset: b3db_classification.. Dataset: Blood-brain barrier permeability classification from the B3DB database (1) The compound is ClC(Cl)=C(Cl)Cl. The result is 1 (penetrates BBB). (2) The molecule is CC(C)(C)OC(=O)c1ncn2c1C1CCCN1C(=O)c1cc(Br)ccc1-2. The result is 1 (penetrates BBB). (3) The molecule is COC(=O)[C@@H]1C(=O)C=C(Nc2cccc([N+](=O)[O-])c2)C[C@H]1C. The result is 1 (penetrates BBB).